This data is from Full USPTO retrosynthesis dataset with 1.9M reactions from patents (1976-2016). The task is: Predict the reactants needed to synthesize the given product. (1) Given the product [C:34]([O:33][C:32]([N:31]([C:28]1[C:27]([C:46]2[O:47][C:48]3[CH:54]=[CH:53][CH:52]=[C:51]([F:55])[C:49]=3[N:50]=2)=[CH:26][C:25]([B:14]2[O:15][C:16]([CH3:21])([CH3:22])[C:17]([CH3:19])([CH3:20])[O:18]2)=[CH:30][N:29]=1)[C:39](=[O:40])[O:41][C:42]([CH3:45])([CH3:44])[CH3:43])=[O:38])([CH3:35])([CH3:36])[CH3:37], predict the reactants needed to synthesize it. The reactants are: C([O-])(=O)C.[K+].[CH3:21][C:16]1([CH3:22])[C:17]([CH3:20])([CH3:19])[O:18][B:14]([B:14]2[O:18][C:17]([CH3:20])([CH3:19])[C:16]([CH3:22])([CH3:21])[O:15]2)[O:15]1.Br[C:25]1[CH:26]=[C:27]([C:46]2[O:47][C:48]3[CH:54]=[CH:53][CH:52]=[C:51]([F:55])[C:49]=3[N:50]=2)[C:28]([N:31]([C:39]([O:41][C:42]([CH3:45])([CH3:44])[CH3:43])=[O:40])[C:32](=[O:38])[O:33][C:34]([CH3:37])([CH3:36])[CH3:35])=[N:29][CH:30]=1. (2) Given the product [OH:6][CH2:7][CH2:8][O:9][C:10]1[CH:11]=[C:12]([CH:33]=[CH:34][CH:35]=1)[CH2:13][N:14]([CH3:32])[C:15]1[NH:16][C:17]2[C:22]([C:23](=[O:25])[N:24]=1)=[C:21]([O:26][CH3:27])[C:20]([O:28][CH3:29])=[C:19]([O:30][CH3:31])[CH:18]=2, predict the reactants needed to synthesize it. The reactants are: C([Si](C)(C)[O:6][CH2:7][CH2:8][O:9][C:10]1[CH:11]=[C:12]([CH:33]=[CH:34][CH:35]=1)[CH2:13][N:14]([CH3:32])[C:15]1[NH:16][C:17]2[C:22]([C:23](=[O:25])[N:24]=1)=[C:21]([O:26][CH3:27])[C:20]([O:28][CH3:29])=[C:19]([O:30][CH3:31])[CH:18]=2)(C)(C)C.[N+](CCCC)(CCCC)(CCCC)CCCC.[F-].